From a dataset of Full USPTO retrosynthesis dataset with 1.9M reactions from patents (1976-2016). Predict the reactants needed to synthesize the given product. (1) Given the product [F:1][C:2]1[CH:3]=[C:4]2[C:9](=[CH:10][CH:11]=1)[N:8]=[CH:7][CH:6]=[C:5]2[S:12][C:14]1([C:18]([O:20][CH2:21][CH3:22])=[O:19])[CH2:17][CH2:16][CH2:15]1, predict the reactants needed to synthesize it. The reactants are: [F:1][C:2]1[CH:3]=[C:4]2[C:9](=[CH:10][CH:11]=1)[N:8]=[CH:7][CH:6]=[C:5]2[SH:12].Br[C:14]1([C:18]([O:20][CH2:21][CH3:22])=[O:19])[CH2:17][CH2:16][CH2:15]1.C(=O)([O-])[O-].[Cs+].[Cs+]. (2) Given the product [O:8]=[C:5]1[CH2:6][CH2:7][N:2]([C:9]([O:10][CH2:11][C:12]2[CH:17]=[CH:16][CH:15]=[CH:14][CH:13]=2)=[O:18])[CH2:3][CH2:4]1, predict the reactants needed to synthesize it. The reactants are: Cl.[NH:2]1[CH2:7][CH2:6][C:5](=[O:8])[CH2:4][CH2:3]1.[C:9](Cl)(=[O:18])[O:10][CH2:11][C:12]1[CH:17]=[CH:16][CH:15]=[CH:14][CH:13]=1. (3) Given the product [CH3:17][N:18]([CH3:20])[CH:19]=[C:7]([C:1]1[CH:2]=[CH:3][CH:4]=[CH:5][CH:6]=1)[C:8]([C:10]1[S:11][CH:12]=[CH:13][CH:14]=1)=[O:9], predict the reactants needed to synthesize it. The reactants are: [C:1]1([CH2:7][C:8]([C:10]2[S:11][CH:12]=[CH:13][CH:14]=2)=[O:9])[CH:6]=[CH:5][CH:4]=[CH:3][CH:2]=1.CO[CH:17](OC)[N:18]([CH3:20])[CH3:19]. (4) Given the product [C:13]([NH:12][C:4]1[S:5][C:6]([C:7]2[CH:11]=[N:10][N:9]([S:48]([C:51]3[CH:52]=[CH:53][C:54]([C:55]([OH:57])=[O:56])=[CH:58][CH:59]=3)(=[O:50])=[O:49])[CH:8]=2)=[C:2]([CH3:1])[N:3]=1)(=[O:15])[CH3:14], predict the reactants needed to synthesize it. The reactants are: [CH3:1][C:2]1[N:3]=[C:4]([NH:12][C:13](=[O:15])[CH3:14])[S:5][C:6]=1[C:7]1[CH:8]=[N:9][NH:10][CH:11]=1.C(N1C=C(C2SC(NC(=O)C)=NC=2C)C=N1)C1C=CC=CC=1.C(N(CC)C(C)C)(C)C.Cl[S:48]([C:51]1[CH:59]=[CH:58][C:54]([C:55]([OH:57])=[O:56])=[CH:53][CH:52]=1)(=[O:50])=[O:49].Cl.CCOCC. (5) Given the product [CH2:1]([N:8]1[CH2:13][CH2:12][C:11]2([C:21]3[C:16](=[CH:17][CH:18]=[CH:19][C:20]=3[CH2:22][NH:23][CH:37]([CH3:39])[CH3:36])[N:15]([C:24]3[C:25]4[CH:32]([CH:33]([CH3:35])[CH3:34])[CH2:31][CH2:30][C:26]=4[N:27]=[CH:28][N:29]=3)[CH2:14]2)[CH2:10][CH2:9]1)[C:2]1[CH:3]=[CH:4][CH:5]=[CH:6][CH:7]=1, predict the reactants needed to synthesize it. The reactants are: [CH2:1]([N:8]1[CH2:13][CH2:12][C:11]2([C:21]3[C:16](=[CH:17][CH:18]=[CH:19][C:20]=3[CH2:22][NH2:23])[N:15]([C:24]3[C:25]4[CH:32]([CH:33]([CH3:35])[CH3:34])[CH2:31][CH2:30][C:26]=4[N:27]=[CH:28][N:29]=3)[CH2:14]2)[CH2:10][CH2:9]1)[C:2]1[CH:7]=[CH:6][CH:5]=[CH:4][CH:3]=1.[CH3:36][C:37]([CH3:39])=O.[BH-](OC(C)=O)(OC(C)=O)OC(C)=O.[Na+]. (6) The reactants are: Br[C:2]1[CH:3]=[C:4]2[C:9](=[CH:10][CH:11]=1)[CH:8]=[N:7][CH:6]=[C:5]2[Cl:12].CC(C)([O-])C.[Na+].[N:19]1([C:25](=[O:27])[CH3:26])[CH2:24][CH2:23][NH:22][CH2:21][CH2:20]1. Given the product [Cl:12][C:5]1[C:4]2[C:9](=[CH:10][CH:11]=[C:2]([N:22]3[CH2:23][CH2:24][N:19]([C:25](=[O:27])[CH3:26])[CH2:20][CH2:21]3)[CH:3]=2)[CH:8]=[N:7][CH:6]=1, predict the reactants needed to synthesize it. (7) Given the product [NH2:1][C:2]1[C:11]2=[CH:12][N:13]([CH:15]3[O:16][CH:17]([CH2:23][O:24][C:15](=[O:16])[CH:19]([CH3:20])[CH3:18])[CH:18]([O:22][C:41](=[O:46])[CH:42]([CH3:44])[CH3:43])[C:19]3([O:21][C:50](=[O:51])[CH:40]([CH3:39])[CH3:35])[CH3:20])[N:14]=[C:9]3[C:10]2=[C:4]([C:5](=[O:25])[NH:6][N:7]=[CH:8]3)[CH:3]=1, predict the reactants needed to synthesize it. The reactants are: [NH2:1][C:2]1[C:11]2=[CH:12][N:13]([CH:15]3[C:19]([OH:21])([CH3:20])[CH:18]([OH:22])[CH:17]([CH2:23][OH:24])[O:16]3)[N:14]=[C:9]3[C:10]2=[C:4]([C:5](=[O:25])[NH:6][N:7]=[CH:8]3)[CH:3]=1.C1CCC(N=C=N[CH:35]2[CH2:40][CH2:39]CCC2)CC1.[C:41]([OH:46])(=O)[CH:42]([CH3:44])[CH3:43].CN([CH:50]=[O:51])C. (8) Given the product [OH:4][CH2:5][C:6]1[C:7]([N:37]2[CH2:49][CH2:48][N:40]3[C:41]4[CH2:42][CH2:43][CH2:44][CH2:45][C:46]=4[CH:47]=[C:39]3[C:38]2=[O:50])=[N:8][CH:9]=[CH:10][C:11]=1[C:12]1[CH:17]=[C:16]([NH:18][C:19]2[CH:24]=[CH:23][C:22]([C:25]3[CH2:26][CH2:27][N:28]([CH:31]4[CH2:32][O:33][CH2:34]4)[CH2:29][CH:30]=3)=[CH:21][N:20]=2)[C:15](=[O:35])[N:14]([CH3:36])[CH:13]=1, predict the reactants needed to synthesize it. The reactants are: C([O:4][CH2:5][C:6]1[C:7]([N:37]2[CH2:49][CH2:48][N:40]3[C:41]4[CH2:42][CH2:43][CH2:44][CH2:45][C:46]=4[CH:47]=[C:39]3[C:38]2=[O:50])=[N:8][CH:9]=[CH:10][C:11]=1[C:12]1[CH:17]=[C:16]([NH:18][C:19]2[CH:24]=[CH:23][C:22]([C:25]3[CH2:26][CH2:27][N:28]([CH:31]4[CH2:34][O:33][CH2:32]4)[CH2:29][CH:30]=3)=[CH:21][N:20]=2)[C:15](=[O:35])[N:14]([CH3:36])[CH:13]=1)(=O)C.[OH-].[Li+].O. (9) Given the product [F:1][C:2]1[CH:7]=[CH:6][C:5]([CH:8]2[CH2:13][CH2:12][N:11]([CH2:14][CH2:15][CH3:16])[CH2:10][CH2:9]2)=[CH:4][C:3]=1[C:17]([F:20])([F:18])[F:19], predict the reactants needed to synthesize it. The reactants are: [F:1][C:2]1[CH:7]=[CH:6][C:5]([C:8]2[CH2:9][CH2:10][N:11]([CH2:14][CH2:15][CH3:16])[CH2:12][CH:13]=2)=[CH:4][C:3]=1[C:17]([F:20])([F:19])[F:18].Cl.